This data is from Peptide-MHC class II binding affinity with 134,281 pairs from IEDB. The task is: Regression. Given a peptide amino acid sequence and an MHC pseudo amino acid sequence, predict their binding affinity value. This is MHC class II binding data. The peptide sequence is LISWRHPHFPTRYYR. The MHC is DRB1_0101 with pseudo-sequence DRB1_0101. The binding affinity (normalized) is 0.123.